This data is from Full USPTO retrosynthesis dataset with 1.9M reactions from patents (1976-2016). The task is: Predict the reactants needed to synthesize the given product. Given the product [C:11]([C:7]1[O:8][C:9]([CH3:10])=[C:5]([C:3]([OH:4])=[O:2])[N:6]=1)([CH3:14])([CH3:13])[CH3:12], predict the reactants needed to synthesize it. The reactants are: C[O:2][C:3]([C:5]1[N:6]=[C:7]([C:11]([CH3:14])([CH3:13])[CH3:12])[O:8][C:9]=1[CH3:10])=[O:4].[OH-].[Na+].